From a dataset of Peptide-MHC class II binding affinity with 134,281 pairs from IEDB. Regression. Given a peptide amino acid sequence and an MHC pseudo amino acid sequence, predict their binding affinity value. This is MHC class II binding data. (1) The peptide sequence is RSPISNMVSMANNHM. The MHC is HLA-DPA10103-DPB10301 with pseudo-sequence HLA-DPA10103-DPB10301. The binding affinity (normalized) is 0.342. (2) The peptide sequence is QFKPEEITGIMKDLD. The MHC is HLA-DPA10301-DPB10402 with pseudo-sequence HLA-DPA10301-DPB10402. The binding affinity (normalized) is 0.380. (3) The peptide sequence is GRYNCKCCWFADKNL. The MHC is DRB1_0101 with pseudo-sequence DRB1_0101. The binding affinity (normalized) is 0.252. (4) The peptide sequence is VQTAVDFGNSYIAEM. The MHC is HLA-DQA10201-DQB10301 with pseudo-sequence HLA-DQA10201-DQB10301. The binding affinity (normalized) is 0.499. (5) The binding affinity (normalized) is 0.810. The peptide sequence is AAAGAEAGKATTEEQ. The MHC is HLA-DQA10501-DQB10301 with pseudo-sequence HLA-DQA10501-DQB10301. (6) The peptide sequence is SGFQGLPGPPGPP. The MHC is DRB1_0401 with pseudo-sequence DRB1_0401. The binding affinity (normalized) is 0.433. (7) The peptide sequence is ARANESATILMTATP. The MHC is HLA-DQA10501-DQB10402 with pseudo-sequence HLA-DQA10501-DQB10402. The binding affinity (normalized) is 0.310. (8) The peptide sequence is FDREFTFGWDELLSK. The MHC is DRB1_0405 with pseudo-sequence DRB1_0405. The binding affinity (normalized) is 0.266.